From a dataset of Forward reaction prediction with 1.9M reactions from USPTO patents (1976-2016). Predict the product of the given reaction. (1) The product is: [CH3:1][S:2]([C:5]1[CH:6]=[CH:7][C:8]([C@@H:11]([OH:21])[C@H:12]([NH:15][C:16]([CH:18]([Cl:20])[Cl:19])=[O:17])[CH2:13][F:14])=[CH:9][CH:10]=1)(=[O:4])=[O:3].[C:16]([O-:23])(=[O:17])[CH3:18]. Given the reactants [CH3:1][S:2]([C:5]1[CH:6]=[CH:7][C:8]([C@@H:11]([OH:21])[C@H:12]([NH:15][C:16]([CH:18]([Cl:20])[Cl:19])=[O:17])[CH2:13][F:14])=[CH:9][CH:10]=1)(=[O:4])=[O:3].Cl(O)(=O)(=O)=[O:23], predict the reaction product. (2) Given the reactants [CH2:1]([O:8][N:9]1[C:18]2[C:13](=[CH:14][C:15](Br)=[CH:16][N:17]=2)[C:12]([OH:20])=[C:11]([C:21]2[CH:26]=[CH:25][CH:24]=[CH:23][CH:22]=2)[C:10]1=[O:27])[C:2]1[CH:7]=[CH:6][CH:5]=[CH:4][CH:3]=1.C([Sn](CCCC)(CCCC)[C:33]([O:35]CC)=[CH2:34])CCC.CC(O)=O.CCOC(C)=O, predict the reaction product. The product is: [C:33]([C:15]1[CH:14]=[C:13]2[C:18](=[N:17][CH:16]=1)[N:9]([O:8][CH2:1][C:2]1[CH:7]=[CH:6][CH:5]=[CH:4][CH:3]=1)[C:10](=[O:27])[C:11]([C:21]1[CH:26]=[CH:25][CH:24]=[CH:23][CH:22]=1)=[C:12]2[OH:20])(=[O:35])[CH3:34]. (3) Given the reactants C(Cl)(Cl)Cl.C(Cl)(=O)C(Cl)=O.CS(C)=O.[OH:15][CH2:16][CH2:17][N:18]1[C:27]2[C:22](=[CH:23][CH:24]=[C:25]([Cl:28])[CH:26]=2)[C:21]([Cl:29])=[CH:20][C:19]1=[O:30], predict the reaction product. The product is: [Cl:29][C:21]1[C:22]2[C:27](=[CH:26][C:25]([Cl:28])=[CH:24][CH:23]=2)[N:18]([CH2:17][CH:16]=[O:15])[C:19](=[O:30])[CH:20]=1. (4) The product is: [NH:1]1[CH2:6][CH2:5][CH:4]([CH2:7][NH:8][C:9]([N:11]2[C:32]3[CH:31]=[CH:30][CH:29]=[CH:28][C:27]=3[N:13]([CH:14]([CH3:15])[CH3:19])[C:12]2=[O:21])=[O:10])[CH2:3][CH2:2]1.[O:25]1[CH:23]([CH2:22][O:26][C:27]2[CH:28]=[CH:29][CH:30]=[CH:31][CH:32]=2)[CH2:24]1. Given the reactants [NH:1]1[CH2:6][CH2:5][CH:4]([CH2:7][NH:8][C:9]([N:11]2[C:15]3C=CC=[CH:19][C:14]=3[N:13](C)[C:12]2=[O:21])=[O:10])[CH2:3][CH2:2]1.[CH2:22]([O:26][C:27]1[CH:32]=[CH:31][C:30](F)=[CH:29][CH:28]=1)[CH:23]1[O:25][CH2:24]1, predict the reaction product. (5) Given the reactants [Cl:1][C:2]1[CH:7]=[C:6]([O:8][CH3:9])[CH:5]=[CH:4][C:3]=1[C:10]1[C:11]([C:16]([O:18]CC)=[O:17])=[CH:12][CH:13]=[CH:14][CH:15]=1.[OH-].[Na+].O.C1(C)C=CC=CC=1, predict the reaction product. The product is: [Cl:1][C:2]1[CH:7]=[C:6]([O:8][CH3:9])[CH:5]=[CH:4][C:3]=1[C:10]1[C:11]([C:16]([OH:18])=[O:17])=[CH:12][CH:13]=[CH:14][CH:15]=1.